This data is from NCI-60 drug combinations with 297,098 pairs across 59 cell lines. The task is: Regression. Given two drug SMILES strings and cell line genomic features, predict the synergy score measuring deviation from expected non-interaction effect. (1) Drug 2: C1=NC2=C(N=C(N=C2N1C3C(C(C(O3)CO)O)O)F)N. Cell line: EKVX. Synergy scores: CSS=31.0, Synergy_ZIP=-4.40, Synergy_Bliss=1.56, Synergy_Loewe=-6.13, Synergy_HSA=-0.768. Drug 1: COC1=C(C=C2C(=C1)N=CN=C2NC3=CC(=C(C=C3)F)Cl)OCCCN4CCOCC4. (2) Drug 1: CC(C1=C(C=CC(=C1Cl)F)Cl)OC2=C(N=CC(=C2)C3=CN(N=C3)C4CCNCC4)N. Drug 2: CCC(=C(C1=CC=CC=C1)C2=CC=C(C=C2)OCCN(C)C)C3=CC=CC=C3.C(C(=O)O)C(CC(=O)O)(C(=O)O)O. Cell line: MALME-3M. Synergy scores: CSS=4.79, Synergy_ZIP=-0.0787, Synergy_Bliss=5.26, Synergy_Loewe=0.00591, Synergy_HSA=3.28.